This data is from NCI-60 drug combinations with 297,098 pairs across 59 cell lines. The task is: Regression. Given two drug SMILES strings and cell line genomic features, predict the synergy score measuring deviation from expected non-interaction effect. (1) Drug 1: COC1=CC(=CC(=C1O)OC)C2C3C(COC3=O)C(C4=CC5=C(C=C24)OCO5)OC6C(C(C7C(O6)COC(O7)C8=CC=CS8)O)O. Drug 2: CC12CCC3C(C1CCC2OP(=O)(O)O)CCC4=C3C=CC(=C4)OC(=O)N(CCCl)CCCl.[Na+]. Cell line: EKVX. Synergy scores: CSS=40.5, Synergy_ZIP=2.37, Synergy_Bliss=2.53, Synergy_Loewe=-23.4, Synergy_HSA=2.82. (2) Drug 1: CC1=CC=C(C=C1)C2=CC(=NN2C3=CC=C(C=C3)S(=O)(=O)N)C(F)(F)F. Drug 2: C1CC(C1)(C(=O)O)C(=O)O.[NH2-].[NH2-].[Pt+2]. Cell line: SR. Synergy scores: CSS=14.1, Synergy_ZIP=6.22, Synergy_Bliss=8.05, Synergy_Loewe=-23.2, Synergy_HSA=-0.752. (3) Drug 1: CC1=C2C(C(=O)C3(C(CC4C(C3C(C(C2(C)C)(CC1OC(=O)C(C(C5=CC=CC=C5)NC(=O)C6=CC=CC=C6)O)O)OC(=O)C7=CC=CC=C7)(CO4)OC(=O)C)O)C)OC(=O)C. Drug 2: CC(C)NC(=O)C1=CC=C(C=C1)CNNC.Cl. Cell line: SNB-19. Synergy scores: CSS=34.7, Synergy_ZIP=0.786, Synergy_Bliss=2.62, Synergy_Loewe=-56.3, Synergy_HSA=0.352. (4) Drug 1: CC1=C(N=C(N=C1N)C(CC(=O)N)NCC(C(=O)N)N)C(=O)NC(C(C2=CN=CN2)OC3C(C(C(C(O3)CO)O)O)OC4C(C(C(C(O4)CO)O)OC(=O)N)O)C(=O)NC(C)C(C(C)C(=O)NC(C(C)O)C(=O)NCCC5=NC(=CS5)C6=NC(=CS6)C(=O)NCCC[S+](C)C)O. Drug 2: CS(=O)(=O)OCCCCOS(=O)(=O)C. Cell line: A549. Synergy scores: CSS=47.0, Synergy_ZIP=-4.88, Synergy_Bliss=-3.75, Synergy_Loewe=-0.362, Synergy_HSA=0.628. (5) Drug 1: CC1=C(C=C(C=C1)NC2=NC=CC(=N2)N(C)C3=CC4=NN(C(=C4C=C3)C)C)S(=O)(=O)N.Cl. Drug 2: CCC1(CC2CC(C3=C(CCN(C2)C1)C4=CC=CC=C4N3)(C5=C(C=C6C(=C5)C78CCN9C7C(C=CC9)(C(C(C8N6C=O)(C(=O)OC)O)OC(=O)C)CC)OC)C(=O)OC)O.OS(=O)(=O)O. Cell line: IGROV1. Synergy scores: CSS=29.4, Synergy_ZIP=-5.60, Synergy_Bliss=1.39, Synergy_Loewe=-20.0, Synergy_HSA=-0.353. (6) Synergy scores: CSS=18.9, Synergy_ZIP=-4.73, Synergy_Bliss=-0.524, Synergy_Loewe=-2.95, Synergy_HSA=0.376. Drug 1: CC12CCC(CC1=CCC3C2CCC4(C3CC=C4C5=CN=CC=C5)C)O. Drug 2: COC1=CC(=CC(=C1O)OC)C2C3C(COC3=O)C(C4=CC5=C(C=C24)OCO5)OC6C(C(C7C(O6)COC(O7)C8=CC=CS8)O)O. Cell line: OVCAR-5.